Task: Predict the reaction yield, written as a fraction of the theoretical maximum amount of product (1.0 means a 100% yield; for example, 0.34 means a 34% yield).. Dataset: Reaction yield outcomes from USPTO patents with 853,638 reactions The reactants are Br[CH2:2][C:3](=[CH2:7])[C:4]([OH:6])=[O:5].[CH2:8]([SH:15])[C:9]1[CH:14]=[CH:13][CH:12]=[CH:11][CH:10]=1.[OH-].[Na+]. The catalyst is CO. The product is [CH2:8]([S:15][CH2:2][C:3](=[CH2:7])[C:4]([OH:6])=[O:5])[C:9]1[CH:14]=[CH:13][CH:12]=[CH:11][CH:10]=1. The yield is 0.890.